Dataset: NCI-60 drug combinations with 297,098 pairs across 59 cell lines. Task: Regression. Given two drug SMILES strings and cell line genomic features, predict the synergy score measuring deviation from expected non-interaction effect. (1) Drug 1: CN1C2=C(C=C(C=C2)N(CCCl)CCCl)N=C1CCCC(=O)O.Cl. Drug 2: COCCOC1=C(C=C2C(=C1)C(=NC=N2)NC3=CC=CC(=C3)C#C)OCCOC.Cl. Cell line: HCT-15. Synergy scores: CSS=-0.518, Synergy_ZIP=6.09, Synergy_Bliss=17.4, Synergy_Loewe=-3.29, Synergy_HSA=-1.16. (2) Drug 1: CNC(=O)C1=CC=CC=C1SC2=CC3=C(C=C2)C(=NN3)C=CC4=CC=CC=N4. Drug 2: CN(CC1=CN=C2C(=N1)C(=NC(=N2)N)N)C3=CC=C(C=C3)C(=O)NC(CCC(=O)O)C(=O)O. Cell line: 786-0. Synergy scores: CSS=12.1, Synergy_ZIP=-6.38, Synergy_Bliss=-4.51, Synergy_Loewe=-15.2, Synergy_HSA=-4.75. (3) Drug 1: COC1=C(C=C2C(=C1)N=CN=C2NC3=CC(=C(C=C3)F)Cl)OCCCN4CCOCC4. Drug 2: CC1=CC=C(C=C1)C2=CC(=NN2C3=CC=C(C=C3)S(=O)(=O)N)C(F)(F)F. Cell line: UO-31. Synergy scores: CSS=26.7, Synergy_ZIP=-4.39, Synergy_Bliss=-5.27, Synergy_Loewe=-2.22, Synergy_HSA=-1.45. (4) Drug 1: C1CCC(C1)C(CC#N)N2C=C(C=N2)C3=C4C=CNC4=NC=N3. Drug 2: CN(C(=O)NC(C=O)C(C(C(CO)O)O)O)N=O. Cell line: KM12. Synergy scores: CSS=24.2, Synergy_ZIP=-1.49, Synergy_Bliss=-4.42, Synergy_Loewe=-37.5, Synergy_HSA=-4.81. (5) Drug 1: CCC1=CC2CC(C3=C(CN(C2)C1)C4=CC=CC=C4N3)(C5=C(C=C6C(=C5)C78CCN9C7C(C=CC9)(C(C(C8N6C)(C(=O)OC)O)OC(=O)C)CC)OC)C(=O)OC.C(C(C(=O)O)O)(C(=O)O)O. Drug 2: CN(CC1=CN=C2C(=N1)C(=NC(=N2)N)N)C3=CC=C(C=C3)C(=O)NC(CCC(=O)O)C(=O)O. Cell line: RXF 393. Synergy scores: CSS=42.2, Synergy_ZIP=-4.56, Synergy_Bliss=-3.08, Synergy_Loewe=-2.60, Synergy_HSA=-0.366. (6) Drug 1: CN(C)N=NC1=C(NC=N1)C(=O)N. Synergy scores: CSS=3.58, Synergy_ZIP=-2.45, Synergy_Bliss=4.96, Synergy_Loewe=-5.44, Synergy_HSA=0.447. Cell line: SK-MEL-5. Drug 2: C1C(C(OC1N2C=NC(=NC2=O)N)CO)O. (7) Drug 1: CC(C)(C1=NC(=CC=C1)N2C3=NC(=NC=C3C(=O)N2CC=C)NC4=CC=C(C=C4)N5CCN(CC5)C)O. Drug 2: CC1CCC2CC(C(=CC=CC=CC(CC(C(=O)C(C(C(=CC(C(=O)CC(OC(=O)C3CCCCN3C(=O)C(=O)C1(O2)O)C(C)CC4CCC(C(C4)OC)OP(=O)(C)C)C)C)O)OC)C)C)C)OC. Cell line: SW-620. Synergy scores: CSS=54.0, Synergy_ZIP=2.82, Synergy_Bliss=4.30, Synergy_Loewe=7.70, Synergy_HSA=9.36. (8) Drug 1: CC(CN1CC(=O)NC(=O)C1)N2CC(=O)NC(=O)C2. Drug 2: CC1=C2C(C(=O)C3(C(CC4C(C3C(C(C2(C)C)(CC1OC(=O)C(C(C5=CC=CC=C5)NC(=O)C6=CC=CC=C6)O)O)OC(=O)C7=CC=CC=C7)(CO4)OC(=O)C)O)C)OC(=O)C. Cell line: K-562. Synergy scores: CSS=43.3, Synergy_ZIP=-6.89, Synergy_Bliss=0.920, Synergy_Loewe=-0.690, Synergy_HSA=-0.309.